This data is from NCI-60 drug combinations with 297,098 pairs across 59 cell lines. The task is: Regression. Given two drug SMILES strings and cell line genomic features, predict the synergy score measuring deviation from expected non-interaction effect. (1) Drug 1: CC12CCC(CC1=CCC3C2CCC4(C3CC=C4C5=CN=CC=C5)C)O. Drug 2: CC12CCC3C(C1CCC2O)C(CC4=C3C=CC(=C4)O)CCCCCCCCCS(=O)CCCC(C(F)(F)F)(F)F. Cell line: IGROV1. Synergy scores: CSS=8.13, Synergy_ZIP=0.980, Synergy_Bliss=6.37, Synergy_Loewe=5.48, Synergy_HSA=6.44. (2) Drug 1: C1=CC(=CC=C1CCC2=CNC3=C2C(=O)NC(=N3)N)C(=O)NC(CCC(=O)O)C(=O)O. Drug 2: C(CC(=O)O)C(=O)CN.Cl. Cell line: HCC-2998. Synergy scores: CSS=17.3, Synergy_ZIP=-9.25, Synergy_Bliss=-14.3, Synergy_Loewe=-8.29, Synergy_HSA=-7.27. (3) Drug 1: CS(=O)(=O)CCNCC1=CC=C(O1)C2=CC3=C(C=C2)N=CN=C3NC4=CC(=C(C=C4)OCC5=CC(=CC=C5)F)Cl. Drug 2: C(=O)(N)NO. Cell line: U251. Synergy scores: CSS=4.04, Synergy_ZIP=1.85, Synergy_Bliss=4.02, Synergy_Loewe=5.30, Synergy_HSA=1.82. (4) Drug 1: CN1C(=O)N2C=NC(=C2N=N1)C(=O)N. Drug 2: CC12CCC3C(C1CCC2O)C(CC4=C3C=CC(=C4)O)CCCCCCCCCS(=O)CCCC(C(F)(F)F)(F)F. Cell line: UACC-257. Synergy scores: CSS=-1.79, Synergy_ZIP=2.37, Synergy_Bliss=0.0962, Synergy_Loewe=-3.04, Synergy_HSA=-3.74. (5) Drug 1: CC12CCC3C(C1CCC2=O)CC(=C)C4=CC(=O)C=CC34C. Drug 2: CN(CC1=CN=C2C(=N1)C(=NC(=N2)N)N)C3=CC=C(C=C3)C(=O)NC(CCC(=O)O)C(=O)O. Cell line: MDA-MB-435. Synergy scores: CSS=34.8, Synergy_ZIP=-0.505, Synergy_Bliss=3.58, Synergy_Loewe=-4.92, Synergy_HSA=-0.252.